From a dataset of Catalyst prediction with 721,799 reactions and 888 catalyst types from USPTO. Predict which catalyst facilitates the given reaction. Reactant: [F:1][C:2]1[CH:7]=[CH:6][C:5]([C:8]2[C:13]([C:14]([NH:16][C@@H:17]([CH2:25][CH2:26][S:27][CH3:28])[C:18]([O:20]C(C)(C)C)=[O:19])=[O:15])=[CH:12][CH:11]=[C:10]([O:29][CH:30]([C:37]3[CH:42]=[CH:41][C:40]([F:43])=[CH:39][CH:38]=3)[CH2:31][N:32]3[CH:36]=[CH:35][N:34]=[CH:33]3)[N:9]=2)=[CH:4][CH:3]=1. Product: [F:1][C:2]1[CH:7]=[CH:6][C:5]([C:8]2[C:13]([C:14]([NH:16][C@@H:17]([CH2:25][CH2:26][S:27][CH3:28])[C:18]([OH:20])=[O:19])=[O:15])=[CH:12][CH:11]=[C:10]([O:29][CH:30]([C:37]3[CH:38]=[CH:39][C:40]([F:43])=[CH:41][CH:42]=3)[CH2:31][N:32]3[CH:36]=[CH:35][N:34]=[CH:33]3)[N:9]=2)=[CH:4][CH:3]=1. The catalyst class is: 67.